Task: Predict the reaction yield, written as a fraction of the theoretical maximum amount of product (1.0 means a 100% yield; for example, 0.34 means a 34% yield).. Dataset: Reaction yield outcomes from USPTO patents with 853,638 reactions (1) The product is [NH2:25][C:17]1[CH:18]=[C:19]([CH:23]=[CH:24][C:16]=1[C:14]1[O:15][C:11]([C:8]2[CH:7]=[CH:6][C:5]([C:1]([CH3:4])([CH3:3])[CH3:2])=[CH:10][CH:9]=2)=[N:12][N:13]=1)[C:20]([OH:22])=[O:21]. The reactants are [C:1]([C:5]1[CH:10]=[CH:9][C:8]([C:11]2[O:15][C:14]([C:16]3[CH:24]=[CH:23][C:19]([C:20]([OH:22])=[O:21])=[CH:18][C:17]=3[N+:25]([O-])=O)=[N:13][N:12]=2)=[CH:7][CH:6]=1)([CH3:4])([CH3:3])[CH3:2]. The catalyst is [Pd].O1CCCC1. The yield is 0.670. (2) The reactants are [NH2:1][C:2]1[N:7]=[C:6]([S:8]([NH:11][C:12]([C:14]2[C:15]([N:21]3[CH2:25][C@@H:24]([CH3:26])[CH2:23][C:22]3([CH3:28])[CH3:27])=[N:16][C:17](Cl)=[CH:18][CH:19]=2)=[O:13])(=[O:10])=[O:9])[CH:5]=[CH:4][CH:3]=1.[CH2:29]([O:31][CH2:32][CH2:33][OH:34])[CH3:30].[H-].[Na+]. The catalyst is CS(C)=O.FC(F)(F)S([O-])(=O)=O.[Sc+3].FC(F)(F)S([O-])(=O)=O.FC(F)(F)S([O-])(=O)=O. The product is [NH2:1][C:2]1[N:7]=[C:6]([S:8]([NH:11][C:12]([C:14]2[C:15]([N:21]3[CH2:25][C@@H:24]([CH3:26])[CH2:23][C:22]3([CH3:28])[CH3:27])=[N:16][C:17]([O:34][CH2:33][CH2:32][O:31][CH2:29][CH3:30])=[CH:18][CH:19]=2)=[O:13])(=[O:10])=[O:9])[CH:5]=[CH:4][CH:3]=1. The yield is 0.250. (3) The reactants are [Cl:1][C:2]1[CH:9]=[CH:8][C:5]([C:6]#[N:7])=[C:4]([O:10][C:11]2[CH:16]=[CH:15][CH:14]=[C:13]([CH:17]=O)[CH:12]=2)[CH:3]=1.CN.[C:21]([BH3-])#[N:22].[Na+].[C:25]([OH:32])(=[O:31])/[CH:26]=[CH:27]/[C:28]([OH:30])=[O:29]. The catalyst is C(O)(=O)C.CO. The product is [C:25]([OH:32])(=[O:31])/[CH:26]=[CH:27]/[C:28]([OH:30])=[O:29].[Cl:1][C:2]1[CH:9]=[CH:8][C:5]([C:6]#[N:7])=[C:4]([O:10][C:11]2[CH:16]=[CH:15][CH:14]=[C:13]([CH2:17][NH:22][CH3:21])[CH:12]=2)[CH:3]=1. The yield is 0.580. (4) The reactants are [CH2:1]([C:3]1[CH:11]=[CH:10][C:9]2[NH:8][C:7]3[CH2:12][CH2:13][N:14]([CH3:16])[CH2:15][C:6]=3[C:5]=2[CH:4]=1)[CH3:2].[OH-].[K+].[CH3:19][C:20]1[N:25]=[CH:24][C:23]([CH:26]=[CH2:27])=[CH:22][N:21]=1. The catalyst is CN1CCCC1=O.O. The product is [CH2:1]([C:3]1[CH:11]=[CH:10][C:9]2[N:8]([CH2:27][CH2:26][C:23]3[CH:22]=[N:21][C:20]([CH3:19])=[N:25][CH:24]=3)[C:7]3[CH2:12][CH2:13][N:14]([CH3:16])[CH2:15][C:6]=3[C:5]=2[CH:4]=1)[CH3:2]. The yield is 0.200.